This data is from Catalyst prediction with 721,799 reactions and 888 catalyst types from USPTO. The task is: Predict which catalyst facilitates the given reaction. (1) Reactant: C(N(S(F)(F)[F:7])CC)C.[C:10]([O:14][C:15]([N:17]1[CH2:20][C:19]([C:22]2[S:23][CH:24]=[C:25]([C:27]3[C:28]([O:42][CH:43]4[CH2:46][CH2:45][CH2:44]4)=[C:29]4[C:34](=[CH:35][CH:36]=3)[N:33]([C:37]([O:39][CH3:40])=[O:38])[C@@H:32]([CH3:41])[CH2:31][CH2:30]4)[N:26]=2)(O)[CH2:18]1)=[O:16])([CH3:13])([CH3:12])[CH3:11].C(=O)(O)[O-].[Na+]. Product: [C:10]([O:14][C:15]([N:17]1[CH2:20][C:19]([C:22]2[S:23][CH:24]=[C:25]([C:27]3[C:28]([O:42][CH:43]4[CH2:46][CH2:45][CH2:44]4)=[C:29]4[C:34](=[CH:35][CH:36]=3)[N:33]([C:37]([O:39][CH3:40])=[O:38])[C@@H:32]([CH3:41])[CH2:31][CH2:30]4)[N:26]=2)([F:7])[CH2:18]1)=[O:16])([CH3:13])([CH3:12])[CH3:11]. The catalyst class is: 4. (2) Reactant: CC1(C)C(C)(C)OB([C:9]2[CH:10]=[C:11]3[N:17]=[CH:16][S:15][C:12]3=[N:13][CH:14]=2)O1.[OH:19]OS([O-])=O.[K+].Cl. The catalyst class is: 21. Product: [N:17]1[C:11]2[C:12](=[N:13][CH:14]=[C:9]([OH:19])[CH:10]=2)[S:15][CH:16]=1. (3) Reactant: N1CCCCC1.C(O)(=[O:9])C.[CH2:11]([O:15][C:16]1[C:21]([CH:22]([CH3:24])[CH3:23])=[CH:20][C:19]([CH:25]([CH3:27])[CH3:26])=[CH:18][C:17]=1[C:28]([CH3:32])=[CH:29]C=O)[CH2:12][CH2:13][CH3:14].[F:33][C:34]([CH2:37][C:38](=O)[CH3:39])([F:36])[F:35]. Product: [CH2:11]([O:15][C:16]1[C:21]([CH:22]([CH3:24])[CH3:23])=[CH:20][C:19]([CH:25]([CH3:26])[CH3:27])=[CH:18][C:17]=1[C:28]([CH3:32])=[CH:29][CH:39]=[CH:38][C:37](=[O:9])[C:34]([F:36])([F:35])[F:33])[CH2:12][CH2:13][CH3:14]. The catalyst class is: 1. (4) Reactant: [CH2:1]([C:3]1[N:4]([C:28]2[CH:33]=[CH:32][C:31]([OH:34])=[CH:30][CH:29]=2)[C:5](=[O:27])[C:6]([CH2:12][C:13]2[CH:18]=[CH:17][C:16]([C:19]3[C:20]([C:25]#[N:26])=[CH:21][CH:22]=[CH:23][CH:24]=3)=[CH:15][CH:14]=2)=[C:7]([CH2:9][CH2:10][CH3:11])[N:8]=1)[CH3:2].[CH3:35][C:36]1([CH3:39])[CH2:38][O:37]1.C(=O)([O-])[O-].[Cs+].[Cs+]. Product: [CH2:1]([C:3]1[N:4]([C:28]2[CH:33]=[CH:32][C:31]([O:34][CH2:35][C:36]([OH:37])([CH3:39])[CH3:38])=[CH:30][CH:29]=2)[C:5](=[O:27])[C:6]([CH2:12][C:13]2[CH:18]=[CH:17][C:16]([C:19]3[C:20]([C:25]#[N:26])=[CH:21][CH:22]=[CH:23][CH:24]=3)=[CH:15][CH:14]=2)=[C:7]([CH2:9][CH2:10][CH3:11])[N:8]=1)[CH3:2]. The catalyst class is: 80. (5) Reactant: [CH:1]1([NH:4][C:5](=[O:23])[C:6]2[CH:11]=[C:10]([C:12]3[CH:13]=[C:14]4[C:18](=[CH:19][CH:20]=3)[NH:17][N:16]=[CH:15]4)[C:9]([CH3:21])=[C:8]([F:22])[CH:7]=2)[CH2:3][CH2:2]1.[H-].[Na+].Br.Br[CH2:28][C:29]1[CH:34]=[CH:33][N:32]=[CH:31][CH:30]=1. Product: [CH:1]1([NH:4][C:5](=[O:23])[C:6]2[CH:11]=[C:10]([C:12]3[CH:13]=[C:14]4[C:18](=[CH:19][CH:20]=3)[N:17]([CH2:28][C:29]3[CH:34]=[CH:33][N:32]=[CH:31][CH:30]=3)[N:16]=[CH:15]4)[C:9]([CH3:21])=[C:8]([F:22])[CH:7]=2)[CH2:2][CH2:3]1. The catalyst class is: 3. (6) Reactant: [N+:1]([C:4]1[CH:12]=[C:7]2[CH2:8][NH:9][CH2:10][CH2:11][N:6]2[N:5]=1)([O-:3])=[O:2].C(N(CC)CC)C.[C:20](Cl)(=[O:22])[CH3:21]. Product: [N+:1]([C:4]1[CH:12]=[C:7]2[CH2:8][N:9]([C:20](=[O:22])[CH3:21])[CH2:10][CH2:11][N:6]2[N:5]=1)([O-:3])=[O:2]. The catalyst class is: 2.